Dataset: Full USPTO retrosynthesis dataset with 1.9M reactions from patents (1976-2016). Task: Predict the reactants needed to synthesize the given product. Given the product [Cl:1][C:2]1[CH:3]=[CH:4][C:5]([C:8]2[S:9][CH:10]=[C:11]([C:13]3([C:14]#[N:15])[CH2:23][CH2:22][N:20]([CH3:21])[CH2:19][CH2:18]3)[N:12]=2)=[CH:6][CH:7]=1, predict the reactants needed to synthesize it. The reactants are: [Cl:1][C:2]1[CH:7]=[CH:6][C:5]([C:8]2[S:9][CH:10]=[C:11]([CH2:13][C:14]#[N:15])[N:12]=2)=[CH:4][CH:3]=1.Cl.Cl[CH2:18][CH2:19][N:20]([CH2:22][CH2:23]Cl)[CH3:21].